Dataset: Full USPTO retrosynthesis dataset with 1.9M reactions from patents (1976-2016). Task: Predict the reactants needed to synthesize the given product. (1) Given the product [Cl:12][C:13]1[CH:14]=[N:15][CH:16]=[C:17]([Cl:34])[C:18]=1[NH:19][C:20]1[C:29]2[C:24](=[C:25]([O:32][CH2:2][C:3]3[CH:8]=[CH:7][C:6]([N+:9]([O-:11])=[O:10])=[CH:5][CH:4]=3)[C:26]([O:30][CH3:31])=[CH:27][CH:28]=2)[O:23][C:22](=[O:33])[CH:21]=1, predict the reactants needed to synthesize it. The reactants are: Br[CH2:2][C:3]1[CH:8]=[CH:7][C:6]([N+:9]([O-:11])=[O:10])=[CH:5][CH:4]=1.[Cl:12][C:13]1[CH:14]=[N:15][CH:16]=[C:17]([Cl:34])[C:18]=1[NH:19][C:20]1[C:29]2[C:24](=[C:25]([OH:32])[C:26]([O:30][CH3:31])=[CH:27][CH:28]=2)[O:23][C:22](=[O:33])[CH:21]=1. (2) Given the product [NH:34]1[C:38]2[CH2:39][CH2:40][CH:41]([C:43]([N:3]3[CH2:4][C@@H:5]4[C@@H:6]([CH2:7][CH2:8][N:9]([C:12](=[O:26])/[CH:13]=[CH:14]/[C:15]5[CH:20]=[CH:19][C:18]([O:21][C:22]([F:23])([F:24])[F:25])=[CH:17][CH:16]=5)[CH2:10][CH2:11]4)[CH2:2]3)=[O:44])[CH2:42][C:37]=2[N:36]=[N:35]1, predict the reactants needed to synthesize it. The reactants are: Cl.[CH2:2]1[C@H:6]2[CH2:7][CH2:8][N:9]([C:12](=[O:26])/[CH:13]=[CH:14]/[C:15]3[CH:20]=[CH:19][C:18]([O:21][C:22]([F:25])([F:24])[F:23])=[CH:17][CH:16]=3)[CH2:10][CH2:11][C@H:5]2[CH2:4][NH:3]1.CN1CCOCC1.[NH:34]1[C:38]2[CH2:39][CH2:40][CH:41]([C:43](O)=[O:44])[CH2:42][C:37]=2[N:36]=[N:35]1.F[P-](F)(F)(F)(F)F.N1(OC(N(C)C)=[N+](C)C)C2N=CC=CC=2N=N1. (3) Given the product [CH3:1][O:2][C:3](=[O:27])[C@@H:4]([N:16]1[CH:20]=[CH:19][CH:18]=[C:17]1[C:21](=[O:26])[CH3:22])[CH2:5][C:6]1[CH:7]=[CH:8][C:9]([O:12][C:13](=[O:15])[CH3:14])=[CH:10][CH:11]=1, predict the reactants needed to synthesize it. The reactants are: [CH3:1][O:2][C:3](=[O:27])[C@@H:4]([N:16]1[CH:20]=[CH:19][CH:18]=[C:17]1[C:21](=[O:26])[C:22](F)(F)F)[CH2:5][C:6]1[CH:11]=[CH:10][C:9]([O:12][C:13](=[O:15])[CH3:14])=[CH:8][CH:7]=1.C(Cl)(=O)C.FC(F)(F)S(O)(=O)=O.[NH4+].[Cl-]. (4) Given the product [Cl:8][C:9]1[N:10]=[C:11]([NH:7][C:5]2[N:4]=[CH:3][N:2]([CH3:1])[CH:6]=2)[C:12]2[S:17][CH:16]=[C:15]([CH3:18])[C:13]=2[N:14]=1, predict the reactants needed to synthesize it. The reactants are: [CH3:1][N:2]1[CH:6]=[C:5]([NH2:7])[N:4]=[CH:3]1.[Cl:8][C:9]1[N:10]=[C:11](Cl)[C:12]2[S:17][CH:16]=[C:15]([CH3:18])[C:13]=2[N:14]=1. (5) Given the product [F:22][C:23]1[CH:28]=[C:27]([C:2]2[CH:7]=[CH:6][N:5]=[C:4]([N:8]3[CH2:13][CH2:12][C:11]([CH3:20])([C:14]4[CH:19]=[CH:18][CH:17]=[CH:16][CH:15]=4)[O:10][C:9]3=[O:21])[N:3]=2)[CH:26]=[CH:25][CH:24]=1, predict the reactants needed to synthesize it. The reactants are: Cl[C:2]1[CH:7]=[CH:6][N:5]=[C:4]([N:8]2[CH2:13][CH2:12][C:11]([CH3:20])([C:14]3[CH:19]=[CH:18][CH:17]=[CH:16][CH:15]=3)[O:10][C:9]2=[O:21])[N:3]=1.[F:22][C:23]1[CH:24]=[C:25](B(O)O)[CH:26]=[CH:27][CH:28]=1. (6) Given the product [O:18]1[CH2:19][CH2:20][N:15]([C:12]2[CH:13]=[CH:14][C:9]([NH:8][C:4]3[N:5]=[CH:6][N:7]=[C:2]([C:31]4[CH:32]=[CH:33][C:26]([N:21]5[CH2:22][CH2:23][CH2:24][CH2:25]5)=[C:27]([CH:30]=4)[C:28]#[N:29])[N:3]=3)=[CH:10][CH:11]=2)[CH2:16][CH2:17]1, predict the reactants needed to synthesize it. The reactants are: Cl[C:2]1[N:7]=[CH:6][N:5]=[C:4]([NH:8][C:9]2[CH:14]=[CH:13][C:12]([N:15]3[CH2:20][CH2:19][O:18][CH2:17][CH2:16]3)=[CH:11][CH:10]=2)[N:3]=1.[N:21]1([C:26]2[CH:33]=[CH:32][C:31](B3OC(C)(C)C(C)(C)O3)=[CH:30][C:27]=2[C:28]#[N:29])[CH2:25][CH2:24][CH2:23][CH2:22]1.C1(P(C2C=CC=CC=2)C2C=CC=CC=2)C=CC=CC=1.C(=O)([O-])[O-].[Na+].[Na+].